This data is from Forward reaction prediction with 1.9M reactions from USPTO patents (1976-2016). The task is: Predict the product of the given reaction. (1) Given the reactants Br[C:2]1[CH:3]=[C:4]([CH3:13])[C:5]2[O:6][CH2:7][C:8](=[O:12])[NH:9][C:10]=2[N:11]=1.[CH3:14][C@H:15]1[O:20][CH2:19][C@@H:18]([C:21]2[CH:26]=[CH:25][CH:24]=[CH:23][CH:22]=2)[NH:17][CH2:16]1, predict the reaction product. The product is: [CH3:13][C:4]1[C:5]2[O:6][CH2:7][C:8](=[O:12])[NH:9][C:10]=2[N:11]=[C:2]([N:17]2[C@H:18]([C:21]3[CH:26]=[CH:25][CH:24]=[CH:23][CH:22]=3)[CH2:19][O:20][C@H:15]([CH3:14])[CH2:16]2)[CH:3]=1. (2) Given the reactants COC1C=C(OC)C=CC=1C[N:6]([C:32]1[CH:37]=[CH:36][N:35]=[CH:34][N:33]=1)[S:7]([C:10]1[CH:15]=[CH:14][C:13]([O:16][C@H:17]2[CH2:21][CH2:20][CH2:19][C@@H:18]2[C:22]2[N:26]([CH3:27])[N:25]=[CH:24][CH:23]=2)=[C:12]([C:28]([F:31])([F:30])[F:29])[CH:11]=1)(=[O:9])=[O:8].C([SiH](CC)CC)C.FC(F)(F)C(O)=O, predict the reaction product. The product is: [CH3:27][N:26]1[C:22]([C@H:18]2[CH2:19][CH2:20][CH2:21][C@@H:17]2[O:16][C:13]2[CH:14]=[CH:15][C:10]([S:7]([NH:6][C:32]3[CH:37]=[CH:36][N:35]=[CH:34][N:33]=3)(=[O:8])=[O:9])=[CH:11][C:12]=2[C:28]([F:31])([F:29])[F:30])=[CH:23][CH:24]=[N:25]1. (3) Given the reactants [C:1]([O:5][C:6]([N:8]([CH3:22])[C@@H:9]([C:13]([CH3:21])([C:15]1[CH:20]=[CH:19][CH:18]=[CH:17][CH:16]=1)[CH3:14])[C:10](O)=[O:11])=[O:7])([CH3:4])([CH3:3])[CH3:2].F[P-](F)(F)(F)(F)F.N1(O[P+](N2CCCC2)(N2CCCC2)N2CCCC2)C2C=CC=CC=2N=N1.C(N(C(C)C)CC)(C)C.[CH3:65]/[C:66](=[CH:72]\[C@@H:73]([N:77]([CH3:86])[C:78](=[O:85])[C@H:79]([C@H:81]([CH3:84])[O:82][CH3:83])[NH2:80])[CH:74]([CH3:76])[CH3:75])/[C:67]([O:69][CH2:70][CH3:71])=[O:68], predict the reaction product. The product is: [C:1]([O:5][C:6]([N:8]([CH3:22])[C@H:9]([C:10]([NH:80][C@H:79]([C:78]([N:77]([C@@H:73]([CH:74]([CH3:76])[CH3:75])/[CH:72]=[C:66](\[CH3:65])/[C:67]([O:69][CH2:70][CH3:71])=[O:68])[CH3:86])=[O:85])[C@H:81]([CH3:84])[O:82][CH3:83])=[O:11])[C:13]([CH3:21])([CH3:14])[C:15]1[CH:20]=[CH:19][CH:18]=[CH:17][CH:16]=1)=[O:7])([CH3:3])([CH3:2])[CH3:4]. (4) Given the reactants [F:1][C:2]1([F:15])[CH:6]([OH:7])[CH2:5][N:4]([C:8]([O:10][C:11]([CH3:14])([CH3:13])[CH3:12])=[O:9])[CH2:3]1.N1C=CC=CC=1.[S:22](O[S:22]([C:25]([F:28])([F:27])[F:26])(=[O:24])=[O:23])([C:25]([F:28])([F:27])[F:26])(=[O:24])=[O:23], predict the reaction product. The product is: [F:15][C:2]1([F:1])[CH:6]([O:7][S:22]([C:25]([F:28])([F:27])[F:26])(=[O:24])=[O:23])[CH2:5][N:4]([C:8]([O:10][C:11]([CH3:12])([CH3:14])[CH3:13])=[O:9])[CH2:3]1. (5) The product is: [CH:1]1([C:4]2[CH:5]=[C:6]3[C:29]([C:30](=[O:33])[NH:31][CH3:32])=[C:28]([C:34]4[CH:35]=[CH:36][C:37]([CH3:40])=[CH:38][CH:39]=4)[O:27][C:7]3=[N:8][C:9]=2[N:10]([CH2:15][CH2:16][CH2:17][CH2:18]/[C:19](=[C:42](/[OH:41])\[CH3:43])/[C:20]([OH:22])=[O:21])[S:11]([CH3:14])(=[O:13])=[O:12])[CH2:3][CH2:2]1. Given the reactants [CH:1]1([C:4]2[CH:5]=[C:6]3[C:29]([C:30](=[O:33])[NH:31][CH3:32])=[C:28]([C:34]4[CH:39]=[CH:38][C:37]([CH3:40])=[CH:36][CH:35]=4)[O:27][C:7]3=[N:8][C:9]=2[N:10]([CH2:15][CH2:16][CH2:17][CH2:18][CH:19](S(C)(=O)=O)[C:20]([OH:22])=[O:21])[S:11]([CH3:14])(=[O:13])=[O:12])[CH2:3][CH2:2]1.[O:41]=[C:42](C)[CH2:43]C(OCC)=O.BrCCCCN(C1N=C2OC(C3C=CC(C)=CC=3)=C(C(NC)=O)C2=CC=1C1CC1)S(C)(=O)=O, predict the reaction product. (6) Given the reactants [Cl:1][C:2]1[CH:7]=[C:6]([F:8])[CH:5]=[CH:4][C:3]=1[S:9]([N:12](C(OC(C)(C)C)=O)[C@@H:13]([C:18]([O:20][CH3:21])=[O:19])[CH2:14][CH2:15][CH2:16][NH2:17])(=[O:11])=[O:10].Cl, predict the reaction product. The product is: [Cl:1][C:2]1[CH:7]=[C:6]([F:8])[CH:5]=[CH:4][C:3]=1[S:9]([NH:12][C@@H:13]([C:18]([O:20][CH3:21])=[O:19])[CH2:14][CH2:15][CH2:16][NH2:17])(=[O:10])=[O:11]. (7) Given the reactants [C:1]([O:10][CH3:11])(=[O:9])[C:2]1[C:3](=[CH:5][CH:6]=[CH:7][CH:8]=1)O.C(O)[CH2:13][CH2:14][CH2:15][CH2:16][CH2:17][CH2:18][CH2:19][CH2:20][CH2:21][CH2:22][CH3:23].[CH3:25][O:26][C:27]([C:29]1[CH:30]=[CH:31]C(O)=[CH:33][CH:34]=1)=[O:28].C(C(CCCCCC)CO)CCC, predict the reaction product. The product is: [C:1]([O:10][C:11]1[CH:31]=[CH:30][C:29]([C:27]([O:26][CH2:25][CH:17]([CH2:16][CH2:15][CH2:14][CH3:13])[CH2:18][CH2:19][CH2:20][CH2:21][CH2:22][CH3:23])=[O:28])=[CH:34][CH:33]=1)(=[O:9])[C:2]1[CH:3]=[CH:5][CH:6]=[CH:7][CH:8]=1.